This data is from Peptide-MHC class II binding affinity with 134,281 pairs from IEDB. The task is: Regression. Given a peptide amino acid sequence and an MHC pseudo amino acid sequence, predict their binding affinity value. This is MHC class II binding data. (1) The peptide sequence is VIIHGLHLYGCSTSV. The MHC is DRB3_0101 with pseudo-sequence DRB3_0101. The binding affinity (normalized) is 0.225. (2) The binding affinity (normalized) is 0. The MHC is DRB3_0202 with pseudo-sequence QEFFIASGAAVDAIMELSFEHYDLQKQNYHVGFT. The peptide sequence is LEASMLLDNMEVRGG. (3) The peptide sequence is MVIVNAANIHLKHGG. The MHC is DRB1_0101 with pseudo-sequence DRB1_0101. The binding affinity (normalized) is 0.410. (4) The peptide sequence is KGNKTCGFVDERGLY. The MHC is DRB1_0101 with pseudo-sequence DRB1_0101. The binding affinity (normalized) is 0.347. (5) The peptide sequence is APPRLICDSRVLERY. The MHC is DRB1_0802 with pseudo-sequence DRB1_0802. The binding affinity (normalized) is 0.138. (6) The peptide sequence is IGNTVTPTVTFTMDGDK. The MHC is DRB5_0101 with pseudo-sequence DRB5_0101. The binding affinity (normalized) is 0.417. (7) The peptide sequence is RHIVGKPCPKPHRLN. The MHC is DRB1_0901 with pseudo-sequence DRB1_0901. The binding affinity (normalized) is 0.150. (8) The peptide sequence is AQGPKATFEAMYLGT. The MHC is HLA-DPA10301-DPB10402 with pseudo-sequence HLA-DPA10301-DPB10402. The binding affinity (normalized) is 0.318. (9) The peptide sequence is KSTNGLRIKSYEDAK. The MHC is HLA-DQA10501-DQB10301 with pseudo-sequence HLA-DQA10501-DQB10301. The binding affinity (normalized) is 0.142. (10) The peptide sequence is KILTYPWDRIEEVTR. The MHC is HLA-DQA10501-DQB10302 with pseudo-sequence HLA-DQA10501-DQB10302. The binding affinity (normalized) is 0.